From a dataset of Forward reaction prediction with 1.9M reactions from USPTO patents (1976-2016). Predict the product of the given reaction. (1) Given the reactants [CH2:1]([O:8][C:9]1[CH:10]=[CH:11][C:12]([OH:18])=[C:13]([C:15](=O)[CH3:16])[CH:14]=1)[C:2]1[CH:7]=[CH:6][CH:5]=[CH:4][CH:3]=1.[C:19](=O)([O-])[O-].[K+].[K+].BrC[C:27](=[O:31])[CH:28]([CH3:30])[CH3:29], predict the reaction product. The product is: [CH2:1]([O:8][C:9]1[CH:10]=[CH:11][C:12]2[O:18][C:16]([C:27](=[O:31])[CH:28]([CH3:30])[CH3:29])=[C:15]([CH3:19])[C:13]=2[CH:14]=1)[C:2]1[CH:7]=[CH:6][CH:5]=[CH:4][CH:3]=1. (2) Given the reactants COC1C=CC(C[N:8]2[C:12]3[N:13]=[CH:14][C:15]4[CH2:16][N:17]([CH2:21][C:22]5[CH:27]=[CH:26][C:25]([O:28][CH3:29])=[CH:24][CH:23]=5)[CH2:18][CH2:19][C:20]=4[C:11]=3[CH:10]=[N:9]2)=CC=1.FC(F)(F)C(O)=O, predict the reaction product. The product is: [CH3:29][O:28][C:25]1[CH:24]=[CH:23][C:22]([CH2:21][N:17]2[CH2:16][C:15]3[CH:14]=[N:13][C:12]4[NH:8][N:9]=[CH:10][C:11]=4[C:20]=3[CH2:19][CH2:18]2)=[CH:27][CH:26]=1. (3) Given the reactants Br[C:2]1[CH:10]=[CH:9][C:8]([O:11][CH2:12][CH:13]2[CH2:17][CH2:16][CH2:15][O:14]2)=[C:7]2[C:3]=1[CH2:4][N:5]([CH2:19][C:20]1[CH:25]=[CH:24][C:23]([C:26]3[CH:27]=[N:28][N:29]([CH3:31])[CH:30]=3)=[CH:22][CH:21]=1)[C:6]2=[O:18].[B-](F)(F)(F)[CH:33]=[CH2:34].[K+].C(N(CC)CC)C, predict the reaction product. The product is: [CH3:31][N:29]1[CH:30]=[C:26]([C:23]2[CH:24]=[CH:25][C:20]([CH2:19][N:5]3[CH2:4][C:3]4[C:7](=[C:8]([O:11][CH2:12][CH:13]5[CH2:17][CH2:16][CH2:15][O:14]5)[CH:9]=[CH:10][C:2]=4[CH:33]=[CH2:34])[C:6]3=[O:18])=[CH:21][CH:22]=2)[CH:27]=[N:28]1. (4) The product is: [F:18][CH:17]([F:19])[CH2:16][N:2]1[C:3]([C:6]([O:8][CH3:9])=[O:7])=[CH:4][CH:5]=[N:1]1. Given the reactants [NH:1]1[CH:5]=[CH:4][C:3]([C:6]([O:8][CH3:9])=[O:7])=[N:2]1.FC(F)(F)S(O[CH2:16][CH:17]([F:19])[F:18])(=O)=O.C(=O)([O-])[O-].[Cs+].[Cs+], predict the reaction product. (5) The product is: [CH2:3]([N:10]1[CH2:17][CH:16]2[O:18][CH:12]([CH2:13][NH:14][CH2:15]2)[CH2:11]1)[C:4]1[CH:5]=[CH:6][CH:7]=[CH:8][CH:9]=1. Given the reactants Cl.Cl.[CH2:3]([N:10]1[CH2:17][CH:16]2[O:18][CH:12]([CH2:13][NH:14][CH2:15]2)[CH2:11]1)[C:4]1[CH:9]=[CH:8][CH:7]=[CH:6][CH:5]=1.[OH-].[Na+], predict the reaction product. (6) Given the reactants [C:1]([N:8]1[CH2:14][CH2:13][CH2:12][NH:11][CH2:10][CH2:9]1)([O:3][C:4]([CH3:7])([CH3:6])[CH3:5])=[O:2].Br[C:16]1[CH:17]=[C:18]([N+:22]([O-:24])=[O:23])[CH:19]=[CH:20][CH:21]=1.C(=O)([O-])[O-].[Cs+].[Cs+].O, predict the reaction product. The product is: [N+:22]([C:18]1[CH:17]=[C:16]([N:11]2[CH2:12][CH2:13][CH2:14][N:8]([C:1]([O:3][C:4]([CH3:7])([CH3:6])[CH3:5])=[O:2])[CH2:9][CH2:10]2)[CH:21]=[CH:20][CH:19]=1)([O-:24])=[O:23]. (7) Given the reactants [N:1]1([CH2:7][CH2:8][CH2:9][N:10]2[CH2:15][CH2:14][N:13]([C:16]3[N:21]=[CH:20][N:19]=[C:18]([NH2:22])[CH:17]=3)[CH2:12][CH2:11]2)[CH2:6][CH2:5][O:4][CH2:3][CH2:2]1.[H-].[Na+].Cl[C:26]1[S:27][C:28]([C:31]#[N:32])=[CH:29][N:30]=1, predict the reaction product. The product is: [N:1]1([CH2:7][CH2:8][CH2:9][N:10]2[CH2:15][CH2:14][N:13]([C:16]3[N:21]=[CH:20][N:19]=[C:18]([NH:22][C:26]4[S:27][C:28]([C:31]#[N:32])=[CH:29][N:30]=4)[CH:17]=3)[CH2:12][CH2:11]2)[CH2:2][CH2:3][O:4][CH2:5][CH2:6]1. (8) The product is: [Br-:1].[Br-:1].[CH2:2]([N+:13]1[CH:14]=[CH:15][C:16]2[C:21](=[CH:20][CH:19]=[CH:18][CH:17]=2)[CH:12]=1)[CH2:3][CH2:4][CH2:5][CH2:6][CH2:7][CH2:8][CH2:9][CH2:10][N+:13]1[CH:14]=[CH:15][C:16]2[C:21](=[CH:20][CH:19]=[CH:18][CH:17]=2)[CH:12]=1. Given the reactants [Br:1][CH2:2][CH2:3][CH2:4][CH2:5][CH2:6][CH2:7][CH2:8][CH2:9][CH2:10]Br.[CH:12]1[C:21]2[C:16](=[CH:17][CH:18]=[CH:19][CH:20]=2)[CH:15]=[CH:14][N:13]=1, predict the reaction product. (9) Given the reactants [N+:1]([C:4]1[CH:5]=[N:6][C:7]([NH2:10])=[N:8][CH:9]=1)([O-:3])=[O:2].[N:11]1([CH2:16][CH2:17][NH:18][C:19]([C:21]2[CH:26]=[CH:25][C:24](Br)=[CH:23][N:22]=2)=[O:20])[CH2:15][CH2:14][CH2:13][CH2:12]1.C(=O)([O-])[O-].[Cs+].[Cs+].C1(P(C2C=CC=CC=2)C2C3OC4C(=CC=CC=4P(C4C=CC=CC=4)C4C=CC=CC=4)C(C)(C)C=3C=CC=2)C=CC=CC=1, predict the reaction product. The product is: [N:11]1([CH2:16][CH2:17][NH:18][C:19]([C:21]2[CH:26]=[CH:25][C:24]([NH:10][C:7]3[N:8]=[CH:9][C:4]([N+:1]([O-:3])=[O:2])=[CH:5][N:6]=3)=[CH:23][N:22]=2)=[O:20])[CH2:15][CH2:14][CH2:13][CH2:12]1.